From a dataset of Catalyst prediction with 721,799 reactions and 888 catalyst types from USPTO. Predict which catalyst facilitates the given reaction. (1) Product: [F:20][C:18]1[CH:17]=[CH:16][C:15]2[C:11]([C:8]3[CH:9]=[CH:10][C:5]([O:4][CH2:3][CH2:2][N:22]4[CH2:23][CH2:24][C:25]5[C:30](=[CH:29][CH:28]=[CH:27][CH:26]=5)[CH2:21]4)=[CH:6][CH:7]=3)=[N:12][O:13][C:14]=2[CH:19]=1. Reactant: Br[CH2:2][CH2:3][O:4][C:5]1[CH:10]=[CH:9][C:8]([C:11]2[C:15]3[CH:16]=[CH:17][C:18]([F:20])=[CH:19][C:14]=3[O:13][N:12]=2)=[CH:7][CH:6]=1.[CH2:21]1[C:30]2[C:25](=[CH:26][CH:27]=[CH:28][CH:29]=2)[CH2:24][CH2:23][NH:22]1.C(=O)([O-])[O-].[K+].[K+].[I-].[K+]. The catalyst class is: 10. (2) Reactant: COC1C=C(OC)C=CC=1C[N:6]([C:30]1[S:34][N:33]=[CH:32][N:31]=1)[S:7]([C:10]1[CH:15]=[C:14]([F:16])[C:13]([O:17][C@H:18]2[CH2:22][CH2:21][CH2:20][C@@H:19]2[C:23]2[N:27]([CH3:28])[N:26]=[CH:25][CH:24]=2)=[CH:12][C:11]=1[F:29])(=[O:9])=[O:8].C([SiH](CC)CC)C.FC(F)(F)C(O)=O. Product: [F:29][C:11]1[CH:12]=[C:13]([O:17][C@H:18]2[CH2:22][CH2:21][CH2:20][C@@H:19]2[C:23]2[N:27]([CH3:28])[N:26]=[CH:25][CH:24]=2)[C:14]([F:16])=[CH:15][C:10]=1[S:7]([NH:6][C:30]1[S:34][N:33]=[CH:32][N:31]=1)(=[O:8])=[O:9]. The catalyst class is: 4.